Dataset: Forward reaction prediction with 1.9M reactions from USPTO patents (1976-2016). Task: Predict the product of the given reaction. (1) Given the reactants C([C:4]1[CH:5]=[C:6]([C:13](=[O:22])[C:14]2[CH:19]=[CH:18][C:17]([C:20]#[N:21])=[CH:16][CH:15]=2)[N:7]2[C:12]=1[CH:11]=[CH:10][CH:9]=[CH:8]2)(=O)C.C(O)CO.C1(C)C=CC(S(O)(=O)=O)=CC=1.C(=O)(O)[O-].[Na+], predict the reaction product. The product is: [C:20]([C:17]1[CH:16]=[CH:15][C:14]([C:13]([C:6]2[N:7]3[C:12]([CH:11]=[CH:10][CH:9]=[CH:8]3)=[CH:4][CH:5]=2)=[O:22])=[CH:19][CH:18]=1)#[N:21]. (2) Given the reactants [Br:1][C:2]1[CH:3]=[C:4]2[C:13](=[CH:14][C:15]=1[O:16][CH3:17])[C:12]1[CH:11]=[CH:10][C:9]([C:18]#[N:19])=[CH:8][C:7]=1[NH:6][C:5]2=[O:20].BrC1C=CC(S(O[C@@H:32]2[CH2:36][N:35]([C:37]([O:39][C:40]([CH3:43])([CH3:42])[CH3:41])=[O:38])[C@H:34]([C:44]([O:46][CH3:47])=[O:45])[CH2:33]2)(=O)=O)=CC=1.C([O-])([O-])=O.[Cs+].[Cs+].O, predict the reaction product. The product is: [Br:1][C:2]1[C:15]([O:16][CH3:17])=[CH:14][C:13]2[C:4](=[C:5]([O:20][C@H:32]3[CH2:36][N:35]([C:37]([O:39][C:40]([CH3:43])([CH3:42])[CH3:41])=[O:38])[C@H:34]([C:44]([O:46][CH3:47])=[O:45])[CH2:33]3)[N:6]=[C:7]3[C:12]=2[CH:11]=[CH:10][C:9]([C:18]#[N:19])=[CH:8]3)[CH:3]=1.